This data is from Forward reaction prediction with 1.9M reactions from USPTO patents (1976-2016). The task is: Predict the product of the given reaction. (1) The product is: [F:1][C:2]1[CH:22]=[CH:21][CH:20]=[CH:19][C:3]=1[CH2:4][O:5][C:6]1[CH:7]=[CH:8][C:9]([CH2:10][NH:11][C@@H:12]([CH3:16])[C:13]([NH2:15])=[O:14])=[CH:17][CH:18]=1. Given the reactants [F:1][C:2]1[CH:22]=[CH:21][CH:20]=[CH:19][C:3]=1[CH2:4][O:5][C:6]1[CH:18]=[CH:17][C:9]([CH:10]=[N:11][C@@H:12]([CH3:16])[C:13]([NH2:15])=[O:14])=[CH:8][CH:7]=1.[BH4-].[Na+], predict the reaction product. (2) Given the reactants C(OC(=O)C)(=[O:3])C.C([O:10][C:11](=[O:36])[C:12]1[CH:17]=[C:16]([O:18][CH3:19])[CH:15]=[C:14]([C:20]2[C:29](=N)[N:28]([CH2:31][CH3:32])[C:27]3[C:22](=[CH:23][N:24]=[C:25]4[NH:35][CH:34]=[CH:33][C:26]4=3)[CH:21]=2)[CH:13]=1)C, predict the reaction product. The product is: [CH2:31]([N:28]1[C:27]2[C:22](=[CH:23][N:24]=[C:25]3[NH:35][CH:34]=[CH:33][C:26]3=2)[CH:21]=[C:20]([C:14]2[CH:13]=[C:12]([CH:17]=[C:16]([O:18][CH3:19])[CH:15]=2)[C:11]([OH:10])=[O:36])[C:29]1=[O:3])[CH3:32].